From a dataset of Catalyst prediction with 721,799 reactions and 888 catalyst types from USPTO. Predict which catalyst facilitates the given reaction. (1) Reactant: C(OC(=O)[NH:10][CH2:11][CH2:12][O:13][C@@H:14]1[O:22][C@H:21]([CH2:23][OH:24])[C@@H:19]([OH:20])[C@H:17]([OH:18])[C@@H:15]1[OH:16])C1C=CC=CC=1. Product: [O:13]([CH2:12][CH2:11][NH2:10])[C@@H:14]1[O:22][C@H:21]([CH2:23][OH:24])[C@@H:19]([OH:20])[C@H:17]([OH:18])[C@@H:15]1[OH:16]. The catalyst class is: 522. (2) Reactant: [Cl:1][C:2]1[CH:3]=[C:4]([CH:8]=[CH:9][CH:10]=1)[C:5]([OH:7])=O.ClCCl.Cl.CN(C)CCCN=C=NCC.[N:26]1([C:32]([O:34][C:35]([CH3:38])([CH3:37])[CH3:36])=[O:33])[CH2:31][CH2:30][NH:29][CH2:28][CH2:27]1. Product: [Cl:1][C:2]1[CH:3]=[C:4]([C:5]([N:29]2[CH2:28][CH2:27][N:26]([C:32]([O:34][C:35]([CH3:38])([CH3:37])[CH3:36])=[O:33])[CH2:31][CH2:30]2)=[O:7])[CH:8]=[CH:9][CH:10]=1. The catalyst class is: 6. (3) Reactant: Br[C:2]1[CH:3]=[C:4]([CH3:34])[C:5]([N:8]2[CH2:13][CH2:12][N:11]([C:14]3[CH:19]=[C:18]([C:20]4[CH:25]=[CH:24][C:23]([F:26])=[CH:22][CH:21]=4)[N:17]=[C:16]([N:27]4[CH2:31][CH2:30][CH2:29][CH:28]4[CH3:32])[N:15]=3)[C@H:10]([CH3:33])[CH2:9]2)=[N:6][CH:7]=1.[CH3:35][N:36](C=O)C. Product: [F:26][C:23]1[CH:22]=[CH:21][C:20]([C:18]2[N:17]=[C:16]([N:27]3[CH2:31][CH2:30][CH2:29][CH:28]3[CH3:32])[N:15]=[C:14]([N:11]3[CH2:12][CH2:13][N:8]([C:5]4[C:4]([CH3:34])=[CH:3][C:2]([C:35]#[N:36])=[CH:7][N:6]=4)[CH2:9][C@H:10]3[CH3:33])[CH:19]=2)=[CH:25][CH:24]=1. The catalyst class is: 380. (4) Reactant: Br[C:2]1[CH:7]=[CH:6][C:5]([C:8]2[NH:12][C:11]([C@@H:13]3[CH2:17][CH2:16][CH2:15][N:14]3[C:18](=[O:29])[C@@H:19]([NH:23][C:24]3[S:25][CH:26]=[CH:27][N:28]=3)[CH:20]([CH3:22])[CH3:21])=[N:10][CH:9]=2)=[CH:4][CH:3]=1.[CH3:30][C:31]1([CH3:47])[C:35]([CH3:37])([CH3:36])[O:34][B:33]([B:33]2[O:34][C:35]([CH3:37])([CH3:36])[C:31]([CH3:47])([CH3:30])[O:32]2)[O:32]1.C([O-])(=O)C.[K+]. Product: [CH3:21][CH:20]([CH3:22])[C@H:19]([NH:23][C:24]1[S:25][CH:26]=[CH:27][N:28]=1)[C:18]([N:14]1[CH2:15][CH2:16][CH2:17][C@H:13]1[C:11]1[NH:12][C:8]([C:5]2[CH:6]=[CH:7][C:2]([B:33]3[O:34][C:35]([CH3:37])([CH3:36])[C:31]([CH3:47])([CH3:30])[O:32]3)=[CH:3][CH:4]=2)=[CH:9][N:10]=1)=[O:29]. The catalyst class is: 77. (5) Reactant: [Cl:1][C:2]1[CH:9]=[CH:8][CH:7]=[C:6]([Cl:10])[C:3]=1[CH:4]=O.[NH2:11][C:12]1[CH:13]=[C:14]([CH:17]=[CH:18][C:19]=1[NH2:20])[C:15]#[N:16]. Product: [Cl:1][C:2]1[CH:9]=[CH:8][CH:7]=[C:6]([Cl:10])[C:3]=1[C:4]1[NH:11][C:12]2[CH:13]=[C:14]([C:15]#[N:16])[CH:17]=[CH:18][C:19]=2[N:20]=1. The catalyst class is: 16.